From a dataset of Forward reaction prediction with 1.9M reactions from USPTO patents (1976-2016). Predict the product of the given reaction. (1) Given the reactants [Br:1][C:2]1[CH:7]=[CH:6][C:5]([C:8]2[O:12][N:11]=[C:10]([CH3:13])[C:9]=2C(O)=O)=[CH:4][CH:3]=1.C1(P(N=[N+]=[N-])(C2C=CC=CC=2)=[O:24])C=CC=CC=1.C([N:36]([CH2:39]C)CC)C.[CH3:41][C:42]([OH:45])([CH3:44])[CH3:43], predict the reaction product. The product is: [C:42]([O:45][C:39](=[O:24])[NH:36][C:9]1[C:10]([CH3:13])=[N:11][O:12][C:8]=1[C:5]1[CH:4]=[CH:3][C:2]([Br:1])=[CH:7][CH:6]=1)([CH3:44])([CH3:43])[CH3:41]. (2) The product is: [CH3:34][O:33][C:32]1[CH:31]=[CH:30][C:14]([C:15]([NH:17][C:18]2([C:27]([OH:29])=[O:28])[CH2:19][C:20]3[C:25](=[CH:24][CH:23]=[CH:22][CH:21]=3)[CH2:26]2)=[O:16])=[CH:13][C:12]=1[CH2:2][CH2:3][O:4][C:5]1[CH:6]=[C:7]([CH3:11])[CH:8]=[CH:9][CH:10]=1. Given the reactants O[CH:2]([C:12]1[CH:13]=[C:14]([CH:30]=[CH:31][C:32]=1[O:33][CH3:34])[C:15]([NH:17][C:18]1([C:27]([OH:29])=[O:28])[CH2:26][C:25]2[C:20](=[CH:21][CH:22]=[CH:23][CH:24]=2)[CH2:19]1)=[O:16])[CH2:3][O:4][C:5]1[CH:6]=[C:7]([CH3:11])[CH:8]=[CH:9][CH:10]=1.Cl.[H][H], predict the reaction product. (3) Given the reactants [N:1]1([C:7]2=[N:8][C:9]3[CH:21]=[CH:20][CH:19]=[CH:18][C:10]=3[S:11][C:12]3[CH:17]=[CH:16][CH:15]=[CH:14][C:13]2=3)[CH2:6][CH2:5][NH:4][CH2:3][CH2:2]1.Br[CH2:23][CH2:24][OH:25].C(=O)([O-])[O-].[K+].[K+].[I-].[Na+], predict the reaction product. The product is: [CH:14]1[C:13]2[C:7]([N:1]3[CH2:2][CH2:3][N:4]([CH2:23][CH2:24][OH:25])[CH2:5][CH2:6]3)=[N:8][C:9]3[CH:21]=[CH:20][CH:19]=[CH:18][C:10]=3[S:11][C:12]=2[CH:17]=[CH:16][CH:15]=1. (4) Given the reactants [Br:1][C:2]1[CH:7]=[CH:6][N:5]=[C:4]2[NH:8][CH:9]=[CH:10][C:3]=12.C1C(=O)N([Br:18])C(=O)C1, predict the reaction product. The product is: [Br:18][C:10]1[C:3]2[C:4](=[N:5][CH:6]=[CH:7][C:2]=2[Br:1])[NH:8][CH:9]=1. (5) Given the reactants [CH3:1][C:2]1[O:6][C:5]([C:7]2[CH:12]=[CH:11][CH:10]=[CH:9][CH:8]=2)=[N:4][C:3]=1[CH2:13][O:14][C:15]1[CH:35]=[CH:34][C:18]([O:19][CH2:20][C:21]2[O:25][C:24]([C:26]3[CH:31]=[CH:30][CH:29]=[CH:28][CH:27]=3)=[N:23][C:22]=2[CH:32]=O)=[CH:17][CH:16]=1.C(OP([CH2:44][C:45]([O:47][CH2:48][CH3:49])=[O:46])(OCC)=O)C.CN(C)C=O.[H-].[Na+], predict the reaction product. The product is: [CH3:1][C:2]1[O:6][C:5]([C:7]2[CH:8]=[CH:9][CH:10]=[CH:11][CH:12]=2)=[N:4][C:3]=1[CH2:13][O:14][C:15]1[CH:35]=[CH:34][C:18]([O:19][CH2:20][C:21]2[O:25][C:24]([C:26]3[CH:27]=[CH:28][CH:29]=[CH:30][CH:31]=3)=[N:23][C:22]=2/[CH:32]=[CH:44]/[C:45]([O:47][CH2:48][CH3:49])=[O:46])=[CH:17][CH:16]=1. (6) Given the reactants [OH:1][C:2]1[C:11]([N+:12]([O-:14])=[O:13])=[C:10]2[C:5]([C:6](=[O:20])[CH:7]=[C:8]([C:15]([O:17][CH2:18][CH3:19])=[O:16])[O:9]2)=[CH:4][CH:3]=1.[C:21]1([CH3:31])[CH:26]=[CH:25][C:24]([S:27](Cl)(=[O:29])=[O:28])=[CH:23][CH:22]=1.C([O-])([O-])=O.[K+].[K+], predict the reaction product. The product is: [CH2:18]([O:17][C:15]([C:8]1[O:9][C:10]2[C:5]([C:6](=[O:20])[CH:7]=1)=[CH:4][CH:3]=[C:2]([O:1][S:27]([C:24]1[CH:25]=[CH:26][C:21]([CH3:31])=[CH:22][CH:23]=1)(=[O:29])=[O:28])[C:11]=2[N+:12]([O-:14])=[O:13])=[O:16])[CH3:19]. (7) Given the reactants [NH2:1][C:2]1[C:9]([C:10]#[C:11][Si](C)(C)C)=[CH:8][C:5]([C:6]#[N:7])=[C:4]([Cl:16])[CH:3]=1.[CH3:17]C([O-])(C)C.[K+].CI.Cl, predict the reaction product. The product is: [Cl:16][C:4]1[CH:3]=[C:2]2[C:9]([CH:10]=[CH:11][N:1]2[CH3:17])=[CH:8][C:5]=1[C:6]#[N:7]. (8) The product is: [Br:1][C:2]1[CH:7]=[CH:6][C:5]([C:8]2[C:12]3[CH:13]=[CH:14][C:15]([C:17]#[C:18][CH2:19][CH2:25][N:24]([CH2:23][CH2:22][O:47][CH3:46])[CH3:28])=[CH:16][C:11]=3[S:10][N:9]=2)=[CH:4][CH:3]=1. Given the reactants [Br:1][C:2]1[CH:7]=[CH:6][C:5]([C:8]2[C:12]3[CH:13]=[CH:14][C:15]([C:17]#[C:18][CH2:19]CO)=[CH:16][C:11]=3[S:10][N:9]=2)=[CH:4][CH:3]=1.[CH3:22][CH2:23][N:24]([CH:28](C)C)[CH:25](C)C.FC(F)(F)S(OS(C(F)(F)F)(=O)=O)(=O)=O.[CH3:46][O:47]CCNC, predict the reaction product.